From a dataset of Full USPTO retrosynthesis dataset with 1.9M reactions from patents (1976-2016). Predict the reactants needed to synthesize the given product. (1) Given the product [Br:17][C:14]1[S:13][N:12]=[C:11]([CH:9]([CH3:10])[CH3:8])[N:15]=1, predict the reactants needed to synthesize it. The reactants are: C(ON=O)(C)(C)C.[CH3:8][CH:9]([C:11]1[N:15]=[C:14](N)[S:13][N:12]=1)[CH3:10].[BrH:17].O. (2) Given the product [F:1][C:2]1[CH:7]=[CH:6][C:5]([C:8]2[C:13]([C:14]3[CH:15]=[CH:16][C:17]4[N:18]([C:20]([C:23]([OH:25])=[O:24])=[N:21][CH:22]=4)[CH:19]=3)=[CH:12][CH:11]=[CH:10][N:9]=2)=[CH:4][C:3]=1[CH3:28], predict the reactants needed to synthesize it. The reactants are: [F:1][C:2]1[CH:7]=[CH:6][C:5]([C:8]2[C:13]([C:14]3[CH:15]=[CH:16][C:17]4[N:18]([C:20]([C:23]([O:25]CC)=[O:24])=[N:21][CH:22]=4)[CH:19]=3)=[CH:12][CH:11]=[CH:10][N:9]=2)=[CH:4][C:3]=1[CH3:28].O[Li].O. (3) The reactants are: [O:1]1[CH2:6][CH2:5][O:4][C:3]2[CH:7]=[C:8]([C:11]3[C:12]([CH3:38])=[C:13]([CH:35]=[CH:36][CH:37]=3)[CH2:14][O:15][C:16]3[CH:17]=[CH:18][C:19]([CH:33]=O)=[C:20]([CH:32]=3)[O:21][CH2:22][C:23]3[CH:24]=[CH:25][C:26]([F:31])=[C:27]([CH:30]=3)[C:28]#[N:29])[CH:9]=[CH:10][C:2]1=2.[NH2:39][CH2:40][C@@H:41]([OH:46])[CH2:42][C:43]([OH:45])=[O:44].C([BH3-])#N.[Na+]. Given the product [C:28]([C:27]1[CH:30]=[C:23]([CH:24]=[CH:25][C:26]=1[F:31])[CH2:22][O:21][C:20]1[CH:32]=[C:16]([O:15][CH2:14][C:13]2[CH:35]=[CH:36][CH:37]=[C:11]([C:8]3[CH:9]=[CH:10][C:2]4[O:1][CH2:6][CH2:5][O:4][C:3]=4[CH:7]=3)[C:12]=2[CH3:38])[CH:17]=[CH:18][C:19]=1[CH2:33][NH:39][CH2:40][C@@H:41]([OH:46])[CH2:42][C:43]([OH:45])=[O:44])#[N:29], predict the reactants needed to synthesize it. (4) Given the product [CH2:21]([N:11]1[C:12]2[C:7](=[C:6]([OH:35])[C:5]([C:3]([NH:36][CH2:37][CH2:38][C:39]([OH:41])=[O:40])=[O:4])=[N:14][C:13]=2[C:15]2[N:16]=[N:17][CH:18]=[CH:19][CH:20]=2)[CH:8]=[C:9]([C:29]2[CH:34]=[CH:33][CH:32]=[CH:31][CH:30]=2)[C:10]1=[O:28])[C:22]1[CH:27]=[CH:26][CH:25]=[CH:24][CH:23]=1, predict the reactants needed to synthesize it. The reactants are: CO[C:3]([C:5]1[C:6]([OH:35])=[C:7]2[C:12](=[C:13]([C:15]3[N:16]=[N:17][CH:18]=[CH:19][CH:20]=3)[N:14]=1)[N:11]([CH2:21][C:22]1[CH:27]=[CH:26][CH:25]=[CH:24][CH:23]=1)[C:10](=[O:28])[C:9]([C:29]1[CH:34]=[CH:33][CH:32]=[CH:31][CH:30]=1)=[CH:8]2)=[O:4].[NH2:36][CH2:37][CH2:38][C:39]([OH:41])=[O:40].C[O-].[Na+]. (5) Given the product [CH2:1]([N:8]1[CH2:12][CH2:11][C@H:10]([NH:41][C@@H:39]([C:35]2[CH:36]=[CH:37][CH:38]=[C:33]([O:32][CH3:31])[CH:34]=2)[CH3:40])[CH2:9]1)[C:2]1[CH:7]=[CH:6][CH:5]=[CH:4][CH:3]=1, predict the reactants needed to synthesize it. The reactants are: [CH2:1]([N:8]1[CH2:12][CH2:11][C@@H:10](O)[CH2:9]1)[C:2]1[CH:7]=[CH:6][CH:5]=[CH:4][CH:3]=1.C(N(C(C)C)CC)(C)C.FC(F)(F)S(O)(=O)=O.[CH3:31][O:32][C:33]1[CH:34]=[C:35]([C@H:39]([NH2:41])[CH3:40])[CH:36]=[CH:37][CH:38]=1.C(=O)(O)[O-].[Na+]. (6) The reactants are: [CH3:1][C:2]1[S:6][C:5]([C:7]([OH:9])=O)=[N:4][CH:3]=1.C(Cl)CCl.C1C=CC2N(O)N=NC=2C=1.[NH:24]([C:26]([O:28][C:29]([CH3:32])([CH3:31])[CH3:30])=[O:27])[NH2:25]. Given the product [CH3:1][C:2]1[S:6][C:5]([C:7]([NH:25][NH:24][C:26]([O:28][C:29]([CH3:32])([CH3:31])[CH3:30])=[O:27])=[O:9])=[N:4][CH:3]=1, predict the reactants needed to synthesize it. (7) The reactants are: FC(F)(F)C(O)=O.[F:8][C@H:9]1[CH2:11][C@H:10]1[C:12]([N:14]1[CH2:21][CH:20]2[CH:16]([CH2:17][NH:18][CH2:19]2)[CH2:15]1)=[O:13].C12CNCC1CNC2.C12CC(CNC1)CNC2. Given the product [F:8][C@H:9]1[CH2:11][C@H:10]1[C:12]([N:14]1[CH2:21][CH:20]2[CH:16]([CH2:17][NH:18][CH2:19]2)[CH2:15]1)=[O:13], predict the reactants needed to synthesize it. (8) Given the product [Br:1][C:2]1[CH:7]=[CH:6][C:5]([CH:12]=[O:13])=[C:4]([OH:8])[CH:3]=1, predict the reactants needed to synthesize it. The reactants are: [Br:1][C:2]1[CH:3]=[C:4]([OH:8])[CH:5]=[CH:6][CH:7]=1.[Mg+2].[Cl-].[Cl-].[CH2:12]=[O:13]. (9) Given the product [C:19]([N:8]([C:9](=[O:18])[C:10]1[CH:11]=[C:12]([CH3:17])[CH:13]=[C:14]([CH3:16])[CH:15]=1)[NH:7][C:5]([C:4]1[CH:23]=[CH:24][C:25]2[B:26]([OH:27])[N:35]([C:38]3[CH:43]=[CH:42][CH:41]=[CH:40][CH:39]=3)[C:36](=[S:37])[NH:1][C:2]=2[CH:3]=1)=[O:6])([CH3:22])([CH3:21])[CH3:20], predict the reactants needed to synthesize it. The reactants are: [NH2:1][C:2]1[CH:3]=[C:4]([CH:23]=[CH:24][C:25]=1[B:26]1OC(C)(C)C(C)(C)[O:27]1)[C:5]([NH:7][N:8]([C:19]([CH3:22])([CH3:21])[CH3:20])[C:9](=[O:18])[C:10]1[CH:15]=[C:14]([CH3:16])[CH:13]=[C:12]([CH3:17])[CH:11]=1)=[O:6].[N:35]([C:38]1[CH:43]=[CH:42][CH:41]=[CH:40][CH:39]=1)=[C:36]=[S:37].